Dataset: Forward reaction prediction with 1.9M reactions from USPTO patents (1976-2016). Task: Predict the product of the given reaction. (1) The product is: [Cl:13][C:3]1[C:2]([F:1])=[CH:7][C:6]([N+:8]([O-:10])=[O:9])=[CH:5][N:4]=1. Given the reactants [F:1][C:2]1[C:3](O)=[N:4][CH:5]=[C:6]([N+:8]([O-:10])=[O:9])[CH:7]=1.P(Cl)(Cl)(Cl)(Cl)[Cl:13], predict the reaction product. (2) The product is: [CH3:8][C@H:6]1[O:7][C@@H:2]([CH3:1])[CH2:3][N:4]([CH2:9][CH2:10][NH:11][C:12]([NH:14][C:15]2[S:16][C:17]3[CH:23]=[C:22]([SH:24])[CH:21]=[CH:20][C:18]=3[N:19]=2)=[O:13])[CH2:5]1. Given the reactants [CH3:1][C@H:2]1[O:7][C@@H:6]([CH3:8])[CH2:5][N:4]([CH2:9][CH2:10][NH:11][C:12]([NH:14][C:15]2[S:16][C:17]3[CH:23]=[C:22]([S:24]C#N)[CH:21]=[CH:20][C:18]=3[N:19]=2)=[O:13])[CH2:3]1.SCC(C(CS)O)O, predict the reaction product.